From a dataset of Catalyst prediction with 721,799 reactions and 888 catalyst types from USPTO. Predict which catalyst facilitates the given reaction. (1) Reactant: [F:1][C:2]1[CH:3]=[C:4]2[C:10]([I:11])=[N:9][NH:8][C:5]2=[N:6][CH:7]=1.[F:12][C:13]1[C:20]([F:21])=[CH:19][CH:18]=[C:17]([F:22])[C:14]=1[CH2:15]Br.C(=O)([O-])[O-].[Cs+].[Cs+].O. Product: [F:1][C:2]1[CH:3]=[C:4]2[C:10]([I:11])=[N:9][N:8]([CH2:15][C:14]3[C:17]([F:22])=[CH:18][CH:19]=[C:20]([F:21])[C:13]=3[F:12])[C:5]2=[N:6][CH:7]=1. The catalyst class is: 3. (2) The catalyst class is: 44. Product: [N:13]1[C:21]2[C:16](=[N:17][CH:18]=[CH:19][CH:20]=2)[N:15]([CH2:22][C:23]2[CH:35]=[CH:34][C:26]3[N:27]=[C:28]([NH:36][C@@H:37]4[CH2:42][CH2:41][CH2:40][CH2:39][C@H:38]4[CH2:43][OH:44])[S:29][C:25]=3[CH:24]=2)[CH:14]=1. Reactant: CS(C1SC2C=CC=CC=2N=1)=O.[N:13]1[C:21]2[C:16](=[N:17][CH:18]=[CH:19][CH:20]=2)[N:15]([CH2:22][C:23]2[CH:35]=[CH:34][C:26]3[N:27]=[C:28](S(C)(=O)=O)[S:29][C:25]=3[CH:24]=2)[CH:14]=1.[NH2:36][C@@H:37]1[CH2:42][CH2:41][CH2:40][CH2:39][C@H:38]1[CH2:43][OH:44].CCN(C(C)C)C(C)C. (3) Product: [CH3:34][N:2]([CH3:1])[CH2:3][CH2:4][N:5]([CH3:33])[C:6]1[C:11]([NH2:12])=[CH:10][C:9]([NH:15][C:16]2[N:21]=[C:20]([C:22]3[CH:23]=[N:24][N:25]4[CH:30]=[CH:29][CH:28]=[CH:27][C:26]=34)[CH:19]=[CH:18][N:17]=2)=[C:8]([O:31][CH3:32])[CH:7]=1. The catalyst class is: 150. Reactant: [CH3:1][N:2]([CH3:34])[CH2:3][CH2:4][N:5]([CH3:33])[C:6]1[C:11]([N+:12]([O-])=O)=[CH:10][C:9]([NH:15][C:16]2[N:21]=[C:20]([C:22]3[CH:23]=[N:24][N:25]4[CH:30]=[CH:29][CH:28]=[CH:27][C:26]=34)[CH:19]=[CH:18][N:17]=2)=[C:8]([O:31][CH3:32])[CH:7]=1.[NH4+].[Cl-].C(O)C. (4) Reactant: [OH-].[Na+].[F:3][C:4]1[C:13]([N:14](S(CCC)(=O)=O)[S:15]([CH2:18][CH2:19][CH3:20])(=[O:17])=[O:16])=[CH:12][CH:11]=[C:10]([F:27])[C:5]=1[C:6]([O:8]C)=[O:7]. Product: [F:3][C:4]1[C:13]([NH:14][S:15]([CH2:18][CH2:19][CH3:20])(=[O:16])=[O:17])=[CH:12][CH:11]=[C:10]([F:27])[C:5]=1[C:6]([OH:8])=[O:7]. The catalyst class is: 36. (5) Reactant: [NH2:1][C:2]1[CH:7]=[CH:6][N:5]=[C:4]([NH:8][CH2:9][CH2:10][CH2:11][O:12][C:13]2[CH:29]=[CH:28][C:16]3[CH2:17][CH:18]([CH2:23][C:24]([O:26]C)=[O:25])[C:19](=[O:22])[NH:20][CH2:21][C:15]=3[CH:14]=2)[CH:3]=1.N1C=CC=CC=1NCCCOC1C=CC2CC(CC(OCC)=O)C(=O)NCC=2C=1. Product: [NH2:1][C:2]1[CH:7]=[CH:6][N:5]=[C:4]([NH:8][CH2:9][CH2:10][CH2:11][O:12][C:13]2[CH:29]=[CH:28][C:16]3[CH2:17][CH:18]([CH2:23][C:24]([OH:26])=[O:25])[C:19](=[O:22])[NH:20][CH2:21][C:15]=3[CH:14]=2)[CH:3]=1. The catalyst class is: 6. (6) Reactant: [CH2:1]([O:8][C:9]([NH:11][C:12]1[C:13]([CH3:42])=[C:14]([C:18]2[C:30]3[C:29]4[C:24](=[CH:25][CH:26]=[C:27]([N:31]5[CH2:36][CH2:35][O:34][CH2:33][CH2:32]5)[CH:28]=4)[NH:23][C:22]=3[C:21]([C:37]([O:39]CC)=[O:38])=[N:20][CH:19]=2)[CH:15]=[CH:16][CH:17]=1)=[O:10])[C:2]1[CH:7]=[CH:6][CH:5]=[CH:4][CH:3]=1.[Li+].[OH-].O. Product: [CH2:1]([O:8][C:9]([NH:11][C:12]1[C:13]([CH3:42])=[C:14]([C:18]2[C:30]3[C:29]4[C:24](=[CH:25][CH:26]=[C:27]([N:31]5[CH2:32][CH2:33][O:34][CH2:35][CH2:36]5)[CH:28]=4)[NH:23][C:22]=3[C:21]([C:37]([OH:39])=[O:38])=[N:20][CH:19]=2)[CH:15]=[CH:16][CH:17]=1)=[O:10])[C:2]1[CH:3]=[CH:4][CH:5]=[CH:6][CH:7]=1. The catalyst class is: 92.